Dataset: Reaction yield outcomes from USPTO patents with 853,638 reactions. Task: Predict the reaction yield, written as a fraction of the theoretical maximum amount of product (1.0 means a 100% yield; for example, 0.34 means a 34% yield). The product is [N+:1]([C:4]1[CH:5]=[C:6]([N:10]([CH2:11][C:12]2[CH:17]=[CH:16][CH:15]=[C:14]([O:18][C:19]([F:23])([F:24])[CH:20]([F:21])[F:22])[CH:13]=2)[CH2:28][CH:27]([OH:29])[C:26]([F:31])([F:30])[F:25])[CH:7]=[CH:8][CH:9]=1)([O-:3])=[O:2]. The reactants are [N+:1]([C:4]1[CH:5]=[C:6]([NH:10][CH2:11][C:12]2[CH:17]=[CH:16][CH:15]=[C:14]([O:18][C:19]([F:24])([F:23])[CH:20]([F:22])[F:21])[CH:13]=2)[CH:7]=[CH:8][CH:9]=1)([O-:3])=[O:2].[F:25][C:26]([F:31])([F:30])[CH:27]1[O:29][CH2:28]1.FC(F)(F)S([O-])(=O)=O.[Yb+3].FC(F)(F)S([O-])(=O)=O.FC(F)(F)S([O-])(=O)=O. The catalyst is C(#N)C. The yield is 0.450.